Dataset: Forward reaction prediction with 1.9M reactions from USPTO patents (1976-2016). Task: Predict the product of the given reaction. (1) Given the reactants [C:1]([C:4]1[C:22](=[O:23])[C@@:8]2([CH3:24])[C:9]3[C:15]([OH:16])=[CH:14][C:13]([O:17][CH3:18])=[C:12]([C:19]([NH2:21])=[O:20])[C:10]=3[O:11][C:7]2=[CH:6][C:5]=1[OH:25])(=[O:3])[CH3:2].[CH:26](=O)[C:27]1[CH:32]=[CH:31][CH:30]=[CH:29][CH:28]=1.C([SiH](CC)CC)C.FC(F)(F)C(O)=O, predict the reaction product. The product is: [C:1]([C:4]1[C:22](=[O:23])[C@@:8]2([CH3:24])[C:9]3[C:15]([OH:16])=[CH:14][C:13]([O:17][CH3:18])=[C:12]([C:19]([NH:21][CH2:26][C:27]4[CH:32]=[CH:31][CH:30]=[CH:29][CH:28]=4)=[O:20])[C:10]=3[O:11][C:7]2=[CH:6][C:5]=1[OH:25])(=[O:3])[CH3:2]. (2) Given the reactants C([NH:8][CH:9]([C:16]1[NH:20][C:19]2[CH:21]=[CH:22][C:23]([Cl:25])=[CH:24][C:18]=2[N:17]=1)[C:10]1[CH:14]=[CH:13][N:12]([CH3:15])[N:11]=1)(OC(C)(C)C)=O.FC(F)(F)C(O)=O, predict the reaction product. The product is: [Cl:25][C:23]1[CH:22]=[CH:21][C:19]2[NH:20][C:16]([CH:9]([NH2:8])[C:10]3[CH:14]=[CH:13][N:12]([CH3:15])[N:11]=3)=[N:17][C:18]=2[CH:24]=1. (3) Given the reactants [CH:1](=O)[C:2]1[CH:7]=[CH:6][CH:5]=[CH:4][CH:3]=1.[CH2:9]([NH2:13])[CH2:10][CH2:11][CH3:12], predict the reaction product. The product is: [CH:1](=[N:13][CH2:9][CH2:10][CH2:11][CH3:12])[C:2]1[CH:7]=[CH:6][CH:5]=[CH:4][CH:3]=1. (4) Given the reactants [F:1][C:2]([F:13])([F:12])[C:3]1[CH:4]=[C:5]([N:9]=[C:10]=[O:11])[CH:6]=[CH:7][CH:8]=1.[C:14]1([C:20]2[N:24]([C:25]3[CH:30]=[CH:29][C:28]([S:31]([NH2:34])(=[O:33])=[O:32])=[CH:27][CH:26]=3)[N:23]=[C:22](NC(NC3C=CC=C(C(F)(F)F)C=3)=O)[CH:21]=2)[CH:19]=[CH:18][CH:17]=[CH:16][CH:15]=1, predict the reaction product. The product is: [C:14]1([C:20]2[N:24]([C:25]3[CH:30]=[CH:29][C:28]([S:31]([NH2:34])(=[O:33])=[O:32])=[CH:27][CH:26]=3)[N:23]=[C:22]([CH2:3][CH2:4][CH2:5][NH:9][C:10]([NH:9][C:5]3[CH:6]=[CH:7][CH:8]=[C:3]([C:2]([F:12])([F:13])[F:1])[CH:4]=3)=[O:11])[CH:21]=2)[CH:15]=[CH:16][CH:17]=[CH:18][CH:19]=1. (5) Given the reactants [Cl:1][C:2]1[CH:7]=[C:6]2[NH:8][C:9](=[O:31])[C:10]3([CH:15]([C:16]4[CH:21]=[C:20]([C:22](O)=[O:23])[CH:19]=[C:18]([Cl:25])[CH:17]=4)[CH2:14][C:13](=[O:26])[NH:12][CH:11]3[C:27](=[CH2:30])[CH2:28][CH3:29])[C:5]2=[CH:4][CH:3]=1.N1C(F)=NC(F)=NC=1[F:34].N1C=CC=CC=1, predict the reaction product. The product is: [Cl:1][C:2]1[CH:7]=[C:6]2[NH:8][C:9](=[O:31])[C:10]3([CH:15]([C:16]4[CH:21]=[C:20]([C:22]([F:34])=[O:23])[CH:19]=[C:18]([Cl:25])[CH:17]=4)[CH2:14][C:13](=[O:26])[NH:12][CH:11]3[C:27](=[CH2:30])[CH2:28][CH3:29])[C:5]2=[CH:4][CH:3]=1. (6) Given the reactants C[O:2][C:3](=[O:25])[CH:4]([N:11]1[C:16](=[O:17])[CH:15]=[CH:14][C:13]([O:18][C:19]2[CH:24]=[CH:23][CH:22]=[CH:21][CH:20]=2)=[N:12]1)[CH2:5][CH:6]1[CH2:10][CH2:9][CH2:8][CH2:7]1.[OH-].[Na+], predict the reaction product. The product is: [CH:6]1([CH2:5][CH:4]([N:11]2[C:16](=[O:17])[CH:15]=[CH:14][C:13]([O:18][C:19]3[CH:24]=[CH:23][CH:22]=[CH:21][CH:20]=3)=[N:12]2)[C:3]([OH:25])=[O:2])[CH2:10][CH2:9][CH2:8][CH2:7]1. (7) The product is: [C:1]([C:5]1[S:9][C:8]([C:10]([N:15]([O:16][CH3:17])[CH3:14])=[O:12])=[N:7][CH:6]=1)([CH3:4])([CH3:3])[CH3:2]. Given the reactants [C:1]([C:5]1[S:9][C:8]([C:10]([OH:12])=O)=[N:7][CH:6]=1)([CH3:4])([CH3:3])[CH3:2].Cl.[CH3:14][NH:15][O:16][CH3:17].CCN=C=NCCCN(C)C.Cl.C1C=CC2N(O)N=NC=2C=1, predict the reaction product. (8) Given the reactants [O:1]1[CH2:4][CH:3]([N:5]2[CH2:10][CH2:9][N:8]([C:11]3[CH:16]=[CH:15][C:14]([N:17]([C:25]4[C:26]5[N:27]([CH:44]=[CH:45][N:46]=5)[CH:28]=[C:29]([Sn](CCCC)(CCCC)CCCC)[N:30]=4)[C:18](=[O:24])[O:19][C:20]([CH3:23])([CH3:22])[CH3:21])=[CH:13][CH:12]=3)[CH2:7][CH2:6]2)[CH2:2]1.[C:47]([O:51][C:52]([N:54]([C:63]([O:65][C:66]([CH3:69])([CH3:68])[CH3:67])=[O:64])[C:55]1[C:60]([Cl:61])=[N:59][CH:58]=[C:57](Br)[N:56]=1)=[O:53])([CH3:50])([CH3:49])[CH3:48], predict the reaction product. The product is: [C:47]([O:51][C:52]([N:54]([C:55]1[C:60]([Cl:61])=[N:59][CH:58]=[C:57]([C:29]2[N:30]=[C:25]([N:17]([C:18]([O:19][C:20]([CH3:23])([CH3:22])[CH3:21])=[O:24])[C:14]3[CH:15]=[CH:16][C:11]([N:8]4[CH2:7][CH2:6][N:5]([CH:3]5[CH2:2][O:1][CH2:4]5)[CH2:10][CH2:9]4)=[CH:12][CH:13]=3)[C:26]3[N:27]([CH:44]=[CH:45][N:46]=3)[CH:28]=2)[N:56]=1)[C:63](=[O:64])[O:65][C:66]([CH3:69])([CH3:68])[CH3:67])=[O:53])([CH3:50])([CH3:49])[CH3:48].